From a dataset of Forward reaction prediction with 1.9M reactions from USPTO patents (1976-2016). Predict the product of the given reaction. Given the reactants C(OC(=O)[N:7]([CH2:35][C:36]1[CH:41]=[CH:40][C:39]([Cl:42])=[CH:38][CH:37]=1)[C:8]1[S:9][C:10]([CH:14](O)[C:15]2[C:23]3[C:18](=[N:19][CH:20]=[CH:21][CH:22]=3)[N:17]([Si](C(C)C)(C(C)C)C(C)C)[CH:16]=2)=[C:11]([Cl:13])[N:12]=1)(C)(C)C.C([SiH](CC)CC)C.FC(F)(F)C(O)=O.O, predict the reaction product. The product is: [Cl:42][C:39]1[CH:40]=[CH:41][C:36]([CH2:35][NH:7][C:8]2[S:9][C:10]([CH2:14][C:15]3[C:23]4[C:18](=[N:19][CH:20]=[CH:21][CH:22]=4)[NH:17][CH:16]=3)=[C:11]([Cl:13])[N:12]=2)=[CH:37][CH:38]=1.